This data is from Reaction yield outcomes from USPTO patents with 853,638 reactions. The task is: Predict the reaction yield, written as a fraction of the theoretical maximum amount of product (1.0 means a 100% yield; for example, 0.34 means a 34% yield). (1) The reactants are Cl[C:2]1[N:10]=[C:9](Cl)[CH:8]=[CH:7][C:3]=1[C:4]([NH2:6])=[O:5].C(O[C:17](=[O:24])[NH:18][C@H:19]1[CH2:23][CH2:22][NH:21][CH2:20]1)(C)(C)C.[CH3:25][CH:26]1[CH2:31][N:30]([C:32]2[CH:38]=[CH:37][C:35]([NH2:36])=[CH:34][CH:33]=2)[CH2:29][CH:28]([CH3:39])[O:27]1.[C:40](O)(=O)[CH:41]=C. No catalyst specified. The product is [C:17]([NH:18][C@H:19]1[CH2:23][CH2:22][N:21]([C:9]2[CH:8]=[CH:7][C:3]([C:4]([NH2:6])=[O:5])=[C:2]([NH:36][C:35]3[CH:37]=[CH:38][C:32]([N:30]4[CH2:31][CH:26]([CH3:25])[O:27][CH:28]([CH3:39])[CH2:29]4)=[CH:33][CH:34]=3)[N:10]=2)[CH2:20]1)(=[O:24])[CH:40]=[CH2:41]. The yield is 0.370. (2) The reactants are [Br:1][C:2]1[C:11]2[C:6](=[CH:7][C:8]([CH2:12]O)=[CH:9][CH:10]=2)[C:5](=[O:14])[N:4]([CH:15]([CH3:17])[CH3:16])[N:3]=1.C[Si]([Br:22])(C)C.[Li+].[Br-]. The catalyst is C(#N)C. The product is [Br:1][C:2]1[C:11]2[C:6](=[CH:7][C:8]([CH2:12][Br:22])=[CH:9][CH:10]=2)[C:5](=[O:14])[N:4]([CH:15]([CH3:17])[CH3:16])[N:3]=1. The yield is 0.440. (3) The reactants are C([O-])([O-])=O.[Na+].[Na+].FC(F)(F)S(O[C:13]1[CH2:14][CH2:15][N:16]([C:19]([O:21][C:22]([CH3:25])([CH3:24])[CH3:23])=[O:20])[CH2:17][CH:18]=1)(=O)=O.S(O)(O)(=O)=O.[NH2:33][C:34]1[CH:35]=[C:36](B(O)O)[CH:37]=[CH:38][CH:39]=1.[NH2:33][C:34]1[CH:39]=[C:38](B(O)O)[CH:37]=[CH:36][CH:35]=1.[Cl-].[Li+]. The catalyst is C(COC)OC. The product is [NH2:33][C:34]1[CH:39]=[C:38]([C:13]2[CH2:14][CH2:15][N:16]([C:19]([O:21][C:22]([CH3:25])([CH3:24])[CH3:23])=[O:20])[CH2:17][CH:18]=2)[CH:37]=[CH:36][CH:35]=1. The yield is 0.810. (4) The reactants are [OH:1][C:2]1[CH:9]=[CH:8][C:5]([C:6]#[N:7])=[CH:4][CH:3]=1.[Br:10][CH2:11][CH2:12][CH2:13]Br.C([O-])([O-])=O.[Cs+].[Cs+]. The product is [Br:10][CH2:11][CH2:12][CH2:13][O:1][C:2]1[CH:9]=[CH:8][C:5]([C:6]#[N:7])=[CH:4][CH:3]=1. The catalyst is C(#N)C. The yield is 0.714. (5) The reactants are [NH2:1][C:2]1[CH:7]=[CH:6][C:5]([C:8](=[O:10])[CH3:9])=[CH:4][CH:3]=1.C(O)(=O)C.[NH2:15][C:16]1[N:21]=[C:20]([NH2:22])[C:19]([C:23]2[CH:30]=[CH:29][C:26]([CH:27]=O)=[CH:25][CH:24]=2)=[C:18]([CH2:31][CH3:32])[N:17]=1.[BH3-]C#N.[Na+]. The catalyst is CO. The product is [NH2:15][C:16]1[N:21]=[C:20]([NH2:22])[C:19]([C:23]2[CH:30]=[CH:29][C:26]([CH2:27][NH:1][C:2]3[CH:7]=[CH:6][C:5]([C:8](=[O:10])[CH3:9])=[CH:4][CH:3]=3)=[CH:25][CH:24]=2)=[C:18]([CH2:31][CH3:32])[N:17]=1. The yield is 0.695. (6) The reactants are [OH-].[Na+].[C:3]([O:7][C:8]([N:10]1[CH2:15][CH2:14][CH2:13][C@H:12]([C@H:16]([O:19]C(=O)C2C=CC=CC=2)[CH2:17][CH3:18])[CH2:11]1)=[O:9])([CH3:6])([CH3:5])[CH3:4]. The catalyst is CO. The product is [C:3]([O:7][C:8]([N:10]1[CH2:15][CH2:14][CH2:13][C@H:12]([C@H:16]([OH:19])[CH2:17][CH3:18])[CH2:11]1)=[O:9])([CH3:6])([CH3:5])[CH3:4]. The yield is 1.00. (7) The reactants are [CH3:1][C:2]([CH3:13])([CH3:12])[C:3]([NH:5][C:6]1[CH:11]=[CH:10][N:9]=[CH:8][CH:7]=1)=[O:4].[Li]CCCC.CN([CH:22]=[O:23])C. The catalyst is C1COCC1.[Cl-].[Na+].O. The product is [CH:22]([C:7]1[CH:8]=[N:9][CH:10]=[CH:11][C:6]=1[NH:5][C:3](=[O:4])[C:2]([CH3:13])([CH3:12])[CH3:1])=[O:23]. The yield is 0.690. (8) The reactants are [CH2:1]([O:4][C@H:5]1[C:13]2[C:8](=[CH:9][C:10]([Br:14])=[CH:11][CH:12]=2)[C@@H:7]([NH:15][CH2:16][C@@H:17]([OH:29])[C@@H:18]([NH2:28])[CH2:19][C:20]2[CH:25]=[C:24]([F:26])[CH:23]=[C:22]([F:27])[CH:21]=2)[CH2:6]1)[CH:2]=[CH2:3].[C:30](O)(=[O:36])[CH2:31][CH2:32][CH2:33][CH:34]=[CH2:35]. The catalyst is CC(=O)OCC. The product is [CH2:1]([O:4][C@H:5]1[C:13]2[C:8](=[CH:9][C:10]([Br:14])=[CH:11][CH:12]=2)[C@H:7]([NH:15][CH2:16][C@@H:17]([OH:29])[C@@H:18]([NH:28][C:30](=[O:36])[CH2:31][CH2:32][CH2:33][CH:34]=[CH2:35])[CH2:19][C:20]2[CH:25]=[C:24]([F:26])[CH:23]=[C:22]([F:27])[CH:21]=2)[CH2:6]1)[CH:2]=[CH2:3]. The yield is 0.620.